From a dataset of NCI-60 drug combinations with 297,098 pairs across 59 cell lines. Regression. Given two drug SMILES strings and cell line genomic features, predict the synergy score measuring deviation from expected non-interaction effect. (1) Drug 1: CC1=C2C(C(=O)C3(C(CC4C(C3C(C(C2(C)C)(CC1OC(=O)C(C(C5=CC=CC=C5)NC(=O)OC(C)(C)C)O)O)OC(=O)C6=CC=CC=C6)(CO4)OC(=O)C)OC)C)OC. Drug 2: CCCS(=O)(=O)NC1=C(C(=C(C=C1)F)C(=O)C2=CNC3=C2C=C(C=N3)C4=CC=C(C=C4)Cl)F. Cell line: SF-295. Synergy scores: CSS=50.4, Synergy_ZIP=3.63, Synergy_Bliss=2.44, Synergy_Loewe=-12.3, Synergy_HSA=4.56. (2) Drug 1: C1CC(=O)NC(=O)C1N2CC3=C(C2=O)C=CC=C3N. Drug 2: COC1=C2C(=CC3=C1OC=C3)C=CC(=O)O2. Cell line: SW-620. Synergy scores: CSS=3.87, Synergy_ZIP=-1.59, Synergy_Bliss=-2.04, Synergy_Loewe=-0.149, Synergy_HSA=-1.55. (3) Drug 1: C(CC(=O)O)C(=O)CN.Cl. Drug 2: CC1C(C(CC(O1)OC2CC(CC3=C2C(=C4C(=C3O)C(=O)C5=C(C4=O)C(=CC=C5)OC)O)(C(=O)CO)O)N)O.Cl. Cell line: MDA-MB-231. Synergy scores: CSS=26.8, Synergy_ZIP=-5.10, Synergy_Bliss=-10.3, Synergy_Loewe=-9.31, Synergy_HSA=-8.43. (4) Synergy scores: CSS=30.0, Synergy_ZIP=-4.89, Synergy_Bliss=-2.49, Synergy_Loewe=-7.29, Synergy_HSA=-0.0293. Drug 2: CC1C(C(CC(O1)OC2CC(CC3=C2C(=C4C(=C3O)C(=O)C5=C(C4=O)C(=CC=C5)OC)O)(C(=O)CO)O)N)O.Cl. Cell line: PC-3. Drug 1: C1CC(C1)(C(=O)O)C(=O)O.[NH2-].[NH2-].[Pt+2]. (5) Drug 1: CN(C)C1=NC(=NC(=N1)N(C)C)N(C)C. Drug 2: CC1C(C(=O)NC(C(=O)N2CCCC2C(=O)N(CC(=O)N(C(C(=O)O1)C(C)C)C)C)C(C)C)NC(=O)C3=C4C(=C(C=C3)C)OC5=C(C(=O)C(=C(C5=N4)C(=O)NC6C(OC(=O)C(N(C(=O)CN(C(=O)C7CCCN7C(=O)C(NC6=O)C(C)C)C)C)C(C)C)C)N)C. Cell line: 786-0. Synergy scores: CSS=21.5, Synergy_ZIP=5.98, Synergy_Bliss=8.84, Synergy_Loewe=2.82, Synergy_HSA=5.98. (6) Drug 1: CN(C)C1=NC(=NC(=N1)N(C)C)N(C)C. Drug 2: CS(=O)(=O)OCCCCOS(=O)(=O)C. Cell line: HCC-2998. Synergy scores: CSS=7.50, Synergy_ZIP=1.46, Synergy_Bliss=5.31, Synergy_Loewe=-2.16, Synergy_HSA=-0.0917. (7) Drug 1: CC(CN1CC(=O)NC(=O)C1)N2CC(=O)NC(=O)C2. Drug 2: CN(C(=O)NC(C=O)C(C(C(CO)O)O)O)N=O. Cell line: KM12. Synergy scores: CSS=32.1, Synergy_ZIP=10.1, Synergy_Bliss=10.5, Synergy_Loewe=3.71, Synergy_HSA=10.3. (8) Drug 1: C(CCl)NC(=O)N(CCCl)N=O. Drug 2: CC1CCCC2(C(O2)CC(NC(=O)CC(C(C(=O)C(C1O)C)(C)C)O)C(=CC3=CSC(=N3)C)C)C. Cell line: RXF 393. Synergy scores: CSS=19.4, Synergy_ZIP=-5.80, Synergy_Bliss=2.14, Synergy_Loewe=-22.9, Synergy_HSA=-0.673. (9) Drug 1: CC1=C(C=C(C=C1)NC2=NC=CC(=N2)N(C)C3=CC4=NN(C(=C4C=C3)C)C)S(=O)(=O)N.Cl. Drug 2: CCCCCOC(=O)NC1=NC(=O)N(C=C1F)C2C(C(C(O2)C)O)O. Cell line: NCI-H226. Synergy scores: CSS=16.8, Synergy_ZIP=0.600, Synergy_Bliss=3.34, Synergy_Loewe=-1.13, Synergy_HSA=4.06. (10) Drug 1: C1CC(=O)NC(=O)C1N2CC3=C(C2=O)C=CC=C3N. Cell line: UACC-257. Synergy scores: CSS=26.2, Synergy_ZIP=-9.05, Synergy_Bliss=-2.76, Synergy_Loewe=-32.8, Synergy_HSA=-1.73. Drug 2: CCC1(CC2CC(C3=C(CCN(C2)C1)C4=CC=CC=C4N3)(C5=C(C=C6C(=C5)C78CCN9C7C(C=CC9)(C(C(C8N6C)(C(=O)OC)O)OC(=O)C)CC)OC)C(=O)OC)O.OS(=O)(=O)O.